Dataset: Full USPTO retrosynthesis dataset with 1.9M reactions from patents (1976-2016). Task: Predict the reactants needed to synthesize the given product. Given the product [CH3:1][CH:2]([CH3:17])[O:3][C:4]1[CH:5]=[CH:6][C:7]([C:10]2[C:11]3=[N:16][S:23](=[O:25])(=[O:24])[CH2:22][CH2:21][N:12]3[CH:13]=[CH:14][CH:15]=2)=[CH:8][CH:9]=1, predict the reactants needed to synthesize it. The reactants are: [CH3:1][CH:2]([CH3:17])[O:3][C:4]1[CH:9]=[CH:8][C:7]([C:10]2[C:11]([NH2:16])=[N:12][CH:13]=[CH:14][CH:15]=2)=[CH:6][CH:5]=1.[H-].[Na+].Cl[CH2:21][CH2:22][S:23](Cl)(=[O:25])=[O:24].O.